Predict which catalyst facilitates the given reaction. From a dataset of Catalyst prediction with 721,799 reactions and 888 catalyst types from USPTO. (1) Reactant: Cl.Cl.[F:3][C:4]([F:35])([F:34])[C:5]([N:7]([CH2:18][C:19]([N:21]1[CH2:26][CH2:25][N:24]([CH3:27])[CH2:23][CH:22]1[C:28]1[CH:33]=[CH:32][CH:31]=[CH:30][CH:29]=1)=[O:20])[C:8]1[CH:17]=[CH:16][CH:15]=[C:14]2[C:9]=1[CH2:10][CH2:11][NH:12][CH2:13]2)=[O:6].[CH:36]1([CH:39]=O)[CH2:38][CH2:37]1.[BH3-]C#N.[Na+].C([O-])(O)=O.[Na+]. Product: [CH:36]1([CH2:39][N:12]2[CH2:11][CH2:10][C:9]3[C:14](=[CH:15][CH:16]=[CH:17][C:8]=3[N:7]([CH2:18][C:19]([N:21]3[CH2:26][CH2:25][N:24]([CH3:27])[CH2:23][CH:22]3[C:28]3[CH:29]=[CH:30][CH:31]=[CH:32][CH:33]=3)=[O:20])[C:5](=[O:6])[C:4]([F:34])([F:3])[F:35])[CH2:13]2)[CH2:38][CH2:37]1. The catalyst class is: 24. (2) Reactant: [CH3:1][C:2]([S@:5]([NH2:7])=[O:6])([CH3:4])[CH3:3].[O:8]1[CH2:13][CH2:12][CH2:11][CH2:10][CH:9]1[N:14]1[C:18]2[CH:19]=[CH:20][C:21]([C:23](=O)[CH3:24])=[CH:22][C:17]=2[N:16]=[CH:15]1.CCC(C)[BH-](C(C)CC)C(C)CC.[Li+].CO. Product: [CH3:1][C:2]([S@@:5]([NH:7][C@H:23]([C:21]1[CH:20]=[CH:19][C:18]2[N:14]([CH:9]3[CH2:10][CH2:11][CH2:12][CH2:13][O:8]3)[CH:15]=[N:16][C:17]=2[CH:22]=1)[CH3:24])=[O:6])([CH3:4])[CH3:3]. The catalyst class is: 220.